This data is from Full USPTO retrosynthesis dataset with 1.9M reactions from patents (1976-2016). The task is: Predict the reactants needed to synthesize the given product. Given the product [ClH:1].[Cl:1][C:2]1[CH:15]=[CH:14][C:5]2[NH:6][C:7]([CH2:9][C:10]([OH:12])=[O:11])=[N:8][C:4]=2[CH:3]=1, predict the reactants needed to synthesize it. The reactants are: [Cl:1][C:2]1[CH:15]=[CH:14][C:5]2[NH:6][C:7]([CH2:9][C:10]([O:12]C)=[O:11])=[N:8][C:4]=2[CH:3]=1.